From a dataset of Catalyst prediction with 721,799 reactions and 888 catalyst types from USPTO. Predict which catalyst facilitates the given reaction. (1) Reactant: [C:1]1([C:7]2[CH2:11][CH:10]([CH2:12][CH2:13][CH:14]=O)[O:9][N:8]=2)[CH:6]=[CH:5][CH:4]=[CH:3][CH:2]=1.[C:16]1([CH3:28])[CH:21]=[CH:20][CH:19]=[CH:18][C:17]=1[N:22]1[CH2:27][CH2:26][NH:25][CH2:24][CH2:23]1.[BH-](OC(C)=O)(OC(C)=O)OC(C)=O.[Na+]. Product: [C:1]1([C:7]2[CH2:11][CH:10]([CH2:12][CH2:13][CH2:14][N:25]3[CH2:26][CH2:27][N:22]([C:17]4[CH:18]=[CH:19][CH:20]=[CH:21][C:16]=4[CH3:28])[CH2:23][CH2:24]3)[O:9][N:8]=2)[CH:6]=[CH:5][CH:4]=[CH:3][CH:2]=1. The catalyst class is: 2. (2) Reactant: Cl[S:2]([CH:5]1[CH2:10][CH2:9][N:8]([C:11]([O:13][CH2:14][C:15]2[CH:20]=[CH:19][CH:18]=[CH:17][CH:16]=2)=[O:12])[CH2:7][CH2:6]1)(=[O:4])=[O:3].[CH3:21][NH:22][CH3:23]. Product: [CH3:21][N:22]([CH3:23])[S:2]([CH:5]1[CH2:10][CH2:9][N:8]([C:11]([O:13][CH2:14][C:15]2[CH:20]=[CH:19][CH:18]=[CH:17][CH:16]=2)=[O:12])[CH2:7][CH2:6]1)(=[O:4])=[O:3]. The catalyst class is: 1. (3) Reactant: [OH:1][C:2]1([C:15]([OH:17])=[O:16])[C:14]2[CH:13]=[CH:12][CH:11]=[CH:10][C:9]=2[C:8]2[C:3]1=[CH:4][CH:5]=[CH:6][CH:7]=2.S(=O)(=O)(O)O.[C:23](=O)([O-])O.[Na+]. Product: [CH3:23][O:16][C:15]([C:2]1([OH:1])[C:3]2[CH:4]=[CH:5][CH:6]=[CH:7][C:8]=2[C:9]2[C:14]1=[CH:13][CH:12]=[CH:11][CH:10]=2)=[O:17]. The catalyst class is: 5. (4) Reactant: [C:1]([N:9]1[CH2:14][CH2:13][CH2:12][C:11]([CH2:18][C:19]2[CH:24]=[CH:23][CH:22]=[CH:21][CH:20]=2)([C:15]([OH:17])=O)[CH2:10]1)(=[O:8])[C:2]1[CH:7]=[CH:6][CH:5]=[CH:4][CH:3]=1.S(Cl)(Cl)=O.[Al+3].[Cl-].[Cl-].[Cl-].Cl. Product: [C:1]([N:9]1[CH2:14][CH2:13][CH2:12][C:11]2([CH2:18][C:19]3[C:20](=[CH:21][CH:22]=[CH:23][CH:24]=3)[C:15]2=[O:17])[CH2:10]1)(=[O:8])[C:2]1[CH:3]=[CH:4][CH:5]=[CH:6][CH:7]=1. The catalyst class is: 2. (5) Reactant: [CH2:1]([S:3]([C:6]1[CH:7]=[CH:8][C:9]([CH2:12][NH2:13])=[N:10][CH:11]=1)(=[O:5])=[O:4])[CH3:2].CCN(C(C)C)C(C)C.CN(C(ON1N=NC2C=CC=NC1=2)=[N+](C)C)C.F[P-](F)(F)(F)(F)F.[C:47]([O:51][C:52]([N:54]1[CH2:62][C:61]2[C:56](=[CH:57][CH:58]=[C:59]([C:63](O)=[O:64])[CH:60]=2)[CH:55]1[CH:66]([CH3:68])[CH3:67])=[O:53])([CH3:50])([CH3:49])[CH3:48]. Product: [CH2:1]([S:3]([C:6]1[CH:7]=[CH:8][C:9]([CH2:12][NH:13][C:63]([C:59]2[CH:60]=[C:61]3[C:56](=[CH:57][CH:58]=2)[CH:55]([CH:66]([CH3:68])[CH3:67])[N:54]([C:52]([O:51][C:47]([CH3:49])([CH3:48])[CH3:50])=[O:53])[CH2:62]3)=[O:64])=[N:10][CH:11]=1)(=[O:4])=[O:5])[CH3:2]. The catalyst class is: 2. (6) Reactant: [CH:1]1([N:4]([CH2:18][C:19]2[O:20][CH:21]=[C:22]([C:24]([N:26]3[CH2:31][CH2:30][NH:29][CH2:28][CH2:27]3)=[O:25])[N:23]=2)[S:5]([C:8]2[C:13]([CH3:14])=[CH:12][C:11]([O:15][CH3:16])=[CH:10][C:9]=2[CH3:17])(=[O:7])=[O:6])[CH2:3][CH2:2]1.[N:32]1([C:37]2[CH:38]=[C:39]([CH:42]=[CH:43][N:44]=2)[CH:40]=O)[CH2:36][CH2:35][CH2:34][CH2:33]1.CC(O)=O. Product: [CH:1]1([N:4]([CH2:18][C:19]2[O:20][CH:21]=[C:22]([C:24]([N:26]3[CH2:31][CH2:30][N:29]([CH2:40][C:39]4[CH:42]=[CH:43][N:44]=[C:37]([N:32]5[CH2:36][CH2:35][CH2:34][CH2:33]5)[CH:38]=4)[CH2:28][CH2:27]3)=[O:25])[N:23]=2)[S:5]([C:8]2[C:9]([CH3:17])=[CH:10][C:11]([O:15][CH3:16])=[CH:12][C:13]=2[CH3:14])(=[O:6])=[O:7])[CH2:2][CH2:3]1. The catalyst class is: 26.